Task: Regression. Given a peptide amino acid sequence and an MHC pseudo amino acid sequence, predict their binding affinity value. This is MHC class II binding data.. Dataset: Peptide-MHC class II binding affinity with 134,281 pairs from IEDB The peptide sequence is LPPIVAKEIVASCDKC. The MHC is HLA-DPA10201-DPB11401 with pseudo-sequence HLA-DPA10201-DPB11401. The binding affinity (normalized) is 0.0782.